Dataset: Forward reaction prediction with 1.9M reactions from USPTO patents (1976-2016). Task: Predict the product of the given reaction. (1) Given the reactants C([N:4]1[C:23]2[CH:24]=[C:19]([CH:20]=[C:21]([CH3:25])[N:22]=2)[C:18](=[O:26])[NH:17][C@H:16]([C@H:27]([OH:40])[CH2:28][NH:29][CH2:30][C:31]2[CH:36]=[C:35]([CH:37]([CH3:39])[CH3:38])[CH:34]=[CH:33][N:32]=2)[CH2:15][C:14]2[CH:41]=[C:10]([CH:11]=[CH:12][CH:13]=2)[O:9][CH2:8][CH2:7][CH2:6][CH2:5]1)(=O)C.[OH-].[Na+], predict the reaction product. The product is: [OH:40][C@@H:27]([C@@H:16]1[CH2:15][C:14]2[CH:41]=[C:10]([CH:11]=[CH:12][CH:13]=2)[O:9][CH2:8][CH2:7][CH2:6][CH2:5][NH:4][C:23]2[CH:24]=[C:19]([CH:20]=[C:21]([CH3:25])[N:22]=2)[C:18](=[O:26])[NH:17]1)[CH2:28][NH:29][CH2:30][C:31]1[CH:36]=[C:35]([CH:37]([CH3:39])[CH3:38])[CH:34]=[CH:33][N:32]=1. (2) Given the reactants [OH:1][C:2]1[CH:27]=[CH:26][C:5]2[C:6](=[O:25])[N:7]([CH2:9][C:10]([N:12]3[CH2:17][CH2:16][N:15]([C:18]([O:20][C:21]([CH3:24])([CH3:23])[CH3:22])=[O:19])[CH2:14][CH2:13]3)=[O:11])[S:8][C:4]=2[CH:3]=1.N1C=CN=C1.[Si:33](Cl)([C:36]([CH3:39])([CH3:38])[CH3:37])([CH3:35])[CH3:34], predict the reaction product. The product is: [Si:33]([O:1][C:2]1[CH:27]=[CH:26][C:5]2[C:6](=[O:25])[N:7]([CH2:9][C:10]([N:12]3[CH2:17][CH2:16][N:15]([C:18]([O:20][C:21]([CH3:23])([CH3:22])[CH3:24])=[O:19])[CH2:14][CH2:13]3)=[O:11])[S:8][C:4]=2[CH:3]=1)([C:36]([CH3:39])([CH3:38])[CH3:37])([CH3:35])[CH3:34].